From a dataset of CYP2D6 inhibition data for predicting drug metabolism from PubChem BioAssay. Regression/Classification. Given a drug SMILES string, predict its absorption, distribution, metabolism, or excretion properties. Task type varies by dataset: regression for continuous measurements (e.g., permeability, clearance, half-life) or binary classification for categorical outcomes (e.g., BBB penetration, CYP inhibition). Dataset: cyp2d6_veith. The drug is CC(CCN)(CCN)[N+](=O)[O-]. The result is 0 (non-inhibitor).